Dataset: Forward reaction prediction with 1.9M reactions from USPTO patents (1976-2016). Task: Predict the product of the given reaction. Given the reactants [NH2:1][C:2](=[N:38][OH:39])[CH2:3][O:4][NH:5][C:6]([CH:8]1[C:17]2[C:12](=[CH:13][CH:14]=[CH:15][CH:16]=2)[C:11](=[O:18])[N:10]([CH:19]2[CH2:24][CH2:23][CH2:22][CH2:21][CH:20]2[NH:25][S:26]([CH3:29])(=[O:28])=[O:27])[CH:9]1[C:30]1[CH:35]=[CH:34][C:33]([Cl:36])=[CH:32][C:31]=1[Cl:37])=[O:7].N1C=CC=CC=1.Cl[C:47](=O)[C:48]([O:50][CH3:51])=[O:49], predict the reaction product. The product is: [Cl:37][C:31]1[CH:32]=[C:33]([Cl:36])[CH:34]=[CH:35][C:30]=1[CH:9]1[CH:8]([C:6]([NH:5][O:4][CH2:3][C:2]2[N:1]=[C:47]([C:48]([O:50][CH3:51])=[O:49])[O:39][N:38]=2)=[O:7])[C:17]2[C:12](=[CH:13][CH:14]=[CH:15][CH:16]=2)[C:11](=[O:18])[N:10]1[CH:19]1[CH2:24][CH2:23][CH2:22][CH2:21][CH:20]1[NH:25][S:26]([CH3:29])(=[O:27])=[O:28].